This data is from Catalyst prediction with 721,799 reactions and 888 catalyst types from USPTO. The task is: Predict which catalyst facilitates the given reaction. Reactant: [F:8][C:7]([F:10])([F:9])[C:6](O[C:6](=[O:11])[C:7]([F:10])([F:9])[F:8])=[O:11].[C:14]([O:18][C:19](=[O:34])[NH:20][C:21]1[CH:22]=[C:23]2[C:28](=[CH:29][CH:30]=1)[NH:27][C:26]([CH3:32])([CH3:31])[CH:25]=[C:24]2[CH3:33])([CH3:17])([CH3:16])[CH3:15]. Product: [C:14]([O:18][C:19](=[O:34])[NH:20][C:21]1[CH:22]=[C:23]2[C:28](=[CH:29][CH:30]=1)[N:27]([C:6](=[O:11])[C:7]([F:8])([F:9])[F:10])[C:26]([CH3:32])([CH3:31])[CH:25]=[C:24]2[CH3:33])([CH3:17])([CH3:15])[CH3:16]. The catalyst class is: 272.